From a dataset of Peptide-MHC class II binding affinity with 134,281 pairs from IEDB. Regression. Given a peptide amino acid sequence and an MHC pseudo amino acid sequence, predict their binding affinity value. This is MHC class II binding data. (1) The peptide sequence is INEPTEAAIAYGLDR. The MHC is HLA-DQA10102-DQB10602 with pseudo-sequence HLA-DQA10102-DQB10602. The binding affinity (normalized) is 0.565. (2) The peptide sequence is SFGIVVAWQVKLLPV. The MHC is DRB1_0405 with pseudo-sequence DRB1_0405. The binding affinity (normalized) is 0.404.